From a dataset of Reaction yield outcomes from USPTO patents with 853,638 reactions. Predict the reaction yield, written as a fraction of the theoretical maximum amount of product (1.0 means a 100% yield; for example, 0.34 means a 34% yield). (1) The reactants are [CH2:1]([O:3][C:4]([C:6]1[CH:7]=[N:8][N:9]([C:11]2[N:15]([CH2:16][O:17][CH2:18][CH2:19][O:20][CH3:21])[C:14]3[CH:22]=[C:23]([Cl:31])[C:24]([NH:26][C:27](=[O:30])[CH2:28]Br)=[CH:25][C:13]=3[N:12]=2)[CH:10]=1)=[O:5])[CH3:2].[NH:32]1[CH2:37][CH2:36][O:35][CH2:34][CH2:33]1. The catalyst is ClCCl. The product is [CH2:1]([O:3][C:4]([C:6]1[CH:7]=[N:8][N:9]([C:11]2[N:15]([CH2:16][O:17][CH2:18][CH2:19][O:20][CH3:21])[C:14]3[CH:22]=[C:23]([Cl:31])[C:24]([NH:26][C:27](=[O:30])[CH2:28][N:32]4[CH2:37][CH2:36][O:35][CH2:34][CH2:33]4)=[CH:25][C:13]=3[N:12]=2)[CH:10]=1)=[O:5])[CH3:2]. The yield is 0.960. (2) The reactants are [CH2:1]([O:3][C:4](C1C=CC(B(O)O)=CC=1)=[O:5])[CH3:2].NC1CC(C(N(CCC)CCC)=O)=CC2C=CC(Br)=CC=2N=1.C[O:38][C:39]([C:41]1[CH:46]=[CH:45][C:44](B(O)O)=[CH:43][CH:42]=1)=[O:40].C(=O)([O-])[O-].[K+].[K+].C(OC([NH:63][C:64]1[CH2:65][C:66]([C:86](=[O:102])[N:87]([CH2:91][CH2:92][CH2:93][O:94][Si](C(C)(C)C)(C)C)[CH2:88][CH2:89][CH3:90])=[CH:67][C:68]2[CH:74]=[CH:73][C:72]([C:75]3[CH:85]=[CH:84][C:78]([C:79](OCC)=O)=[CH:77][CH:76]=3)=[CH:71][C:69]=2[N:70]=1)=O)(C)(C)C. The catalyst is C(#N)C.CCOC(C)=O.ClCCl.C(O)(C(F)(F)F)=O.C1C=CC([P]([Pd]([P](C2C=CC=CC=2)(C2C=CC=CC=2)C2C=CC=CC=2)([P](C2C=CC=CC=2)(C2C=CC=CC=2)C2C=CC=CC=2)[P](C2C=CC=CC=2)(C2C=CC=CC=2)C2C=CC=CC=2)(C2C=CC=CC=2)C2C=CC=CC=2)=CC=1. The product is [NH2:63][C:64]1[CH2:65][C:66]([C:86](=[O:102])[N:87]([CH2:91][CH2:92][CH2:93][OH:94])[CH2:88][CH2:89][CH3:90])=[CH:67][C:68]2[CH:74]=[CH:73][C:72]([C:75]3[CH:85]=[CH:84][C:78]([CH2:79][C:4]([O:3][CH2:1][CH3:2])=[O:5])=[CH:77][CH:76]=3)=[CH:71][C:69]=2[N:70]=1.[C:39]([O-:40])(=[O:38])[C:41]1[CH:46]=[CH:45][CH:44]=[CH:43][CH:42]=1. The yield is 0.400. (3) The reactants are [CH2:1]([C:8]1[CH:9]=[C:10]([C:22]2[CH:27]=[CH:26][C:25]([CH2:28][CH2:29][C:30]#[N:31])=[CH:24][C:23]=2[CH2:32][CH:33]([CH3:35])[CH3:34])[CH:11]=[CH:12][C:13]=1OS(C(F)(F)F)(=O)=O)[C:2]1[CH:7]=[CH:6][CH:5]=[CH:4][CH:3]=1.[CH2:36]([C:43]1[CH:44]=[C:45](B2OC(C)(C)C(C)(C)O2)[CH:46]=[CH:47][C:48]=1OC)[C:37]1[CH:42]=[CH:41][CH:40]=[CH:39][CH:38]=1.[C:60]([O-:63])([O-])=O.[Na+].[Na+]. The catalyst is COCCOC.CCO.C1C=CC([P]([Pd]([P](C2C=CC=CC=2)(C2C=CC=CC=2)C2C=CC=CC=2)([P](C2C=CC=CC=2)(C2C=CC=CC=2)C2C=CC=CC=2)[P](C2C=CC=CC=2)(C2C=CC=CC=2)C2C=CC=CC=2)(C2C=CC=CC=2)C2C=CC=CC=2)=CC=1. The product is [CH2:1]([C:8]1[CH:9]=[C:10]([C:22]2[CH:27]=[CH:26][C:25]([CH2:28][CH2:29][C:30]#[N:31])=[CH:24][C:23]=2[CH2:32][CH:33]([CH3:35])[CH3:34])[CH:11]=[CH:12][C:13]=1[C:47]1[CH:46]=[CH:45][C:44]([O:63][CH3:60])=[C:43]([CH2:36][C:37]2[CH:42]=[CH:41][CH:40]=[CH:39][CH:38]=2)[CH:48]=1)[C:2]1[CH:7]=[CH:6][CH:5]=[CH:4][CH:3]=1. The yield is 0.910.